From a dataset of NCI-60 drug combinations with 297,098 pairs across 59 cell lines. Regression. Given two drug SMILES strings and cell line genomic features, predict the synergy score measuring deviation from expected non-interaction effect. (1) Drug 1: C1CCC(C1)C(CC#N)N2C=C(C=N2)C3=C4C=CNC4=NC=N3. Drug 2: CN(C(=O)NC(C=O)C(C(C(CO)O)O)O)N=O. Cell line: LOX IMVI. Synergy scores: CSS=16.7, Synergy_ZIP=-2.94, Synergy_Bliss=1.36, Synergy_Loewe=5.09, Synergy_HSA=5.22. (2) Drug 1: CC(C1=C(C=CC(=C1Cl)F)Cl)OC2=C(N=CC(=C2)C3=CN(N=C3)C4CCNCC4)N. Drug 2: CCC1(CC2CC(C3=C(CCN(C2)C1)C4=CC=CC=C4N3)(C5=C(C=C6C(=C5)C78CCN9C7C(C=CC9)(C(C(C8N6C)(C(=O)OC)O)OC(=O)C)CC)OC)C(=O)OC)O.OS(=O)(=O)O. Cell line: UACC-257. Synergy scores: CSS=25.4, Synergy_ZIP=-5.49, Synergy_Bliss=1.58, Synergy_Loewe=-19.6, Synergy_HSA=1.44.